Dataset: NCI-60 drug combinations with 297,098 pairs across 59 cell lines. Task: Regression. Given two drug SMILES strings and cell line genomic features, predict the synergy score measuring deviation from expected non-interaction effect. (1) Drug 1: CC1=CC2C(CCC3(C2CCC3(C(=O)C)OC(=O)C)C)C4(C1=CC(=O)CC4)C. Drug 2: COC1=C2C(=CC3=C1OC=C3)C=CC(=O)O2. Cell line: NCI/ADR-RES. Synergy scores: CSS=6.49, Synergy_ZIP=2.72, Synergy_Bliss=11.4, Synergy_Loewe=6.22, Synergy_HSA=6.57. (2) Drug 1: CC1=C2C(C(=O)C3(C(CC4C(C3C(C(C2(C)C)(CC1OC(=O)C(C(C5=CC=CC=C5)NC(=O)OC(C)(C)C)O)O)OC(=O)C6=CC=CC=C6)(CO4)OC(=O)C)O)C)O. Drug 2: CS(=O)(=O)OCCCCOS(=O)(=O)C. Cell line: NCIH23. Synergy scores: CSS=1.90, Synergy_ZIP=-2.96, Synergy_Bliss=-6.86, Synergy_Loewe=-3.25, Synergy_HSA=-3.87. (3) Drug 1: COC1=C(C=C2C(=C1)N=CN=C2NC3=CC(=C(C=C3)F)Cl)OCCCN4CCOCC4. Drug 2: CC12CCC3C(C1CCC2OP(=O)(O)O)CCC4=C3C=CC(=C4)OC(=O)N(CCCl)CCCl.[Na+]. Cell line: MOLT-4. Synergy scores: CSS=7.23, Synergy_ZIP=-7.45, Synergy_Bliss=-7.07, Synergy_Loewe=-13.8, Synergy_HSA=-6.16. (4) Drug 1: C1=C(C(=O)NC(=O)N1)N(CCCl)CCCl. Drug 2: CC1CCC2CC(C(=CC=CC=CC(CC(C(=O)C(C(C(=CC(C(=O)CC(OC(=O)C3CCCCN3C(=O)C(=O)C1(O2)O)C(C)CC4CCC(C(C4)OC)O)C)C)O)OC)C)C)C)OC. Cell line: K-562. Synergy scores: CSS=50.3, Synergy_ZIP=1.60, Synergy_Bliss=1.71, Synergy_Loewe=6.98, Synergy_HSA=8.13. (5) Drug 1: CN1C(=O)N2C=NC(=C2N=N1)C(=O)N. Drug 2: CC1CCC2CC(C(=CC=CC=CC(CC(C(=O)C(C(C(=CC(C(=O)CC(OC(=O)C3CCCCN3C(=O)C(=O)C1(O2)O)C(C)CC4CCC(C(C4)OC)OCCO)C)C)O)OC)C)C)C)OC. Cell line: M14. Synergy scores: CSS=-3.84, Synergy_ZIP=0.970, Synergy_Bliss=-0.547, Synergy_Loewe=-7.31, Synergy_HSA=-3.67. (6) Cell line: HCT116. Drug 2: CN(C(=O)NC(C=O)C(C(C(CO)O)O)O)N=O. Drug 1: C1=CC(=CC=C1CCCC(=O)O)N(CCCl)CCCl. Synergy scores: CSS=31.0, Synergy_ZIP=-12.0, Synergy_Bliss=-13.1, Synergy_Loewe=-16.7, Synergy_HSA=-11.7. (7) Drug 1: CNC(=O)C1=CC=CC=C1SC2=CC3=C(C=C2)C(=NN3)C=CC4=CC=CC=N4. Drug 2: CN(C(=O)NC(C=O)C(C(C(CO)O)O)O)N=O. Cell line: DU-145. Synergy scores: CSS=-5.12, Synergy_ZIP=0.387, Synergy_Bliss=-3.71, Synergy_Loewe=-5.58, Synergy_HSA=-6.00.